This data is from Full USPTO retrosynthesis dataset with 1.9M reactions from patents (1976-2016). The task is: Predict the reactants needed to synthesize the given product. (1) The reactants are: Cl[C:2]1[N:7]=[C:6]([Cl:8])[N:5]=[C:4]([CH2:9][CH2:10][CH3:11])[N:3]=1.CCN(C(C)C)C(C)C.[F:21][C:22]1[CH:29]=[CH:28][C:25]([CH2:26][NH2:27])=[CH:24][CH:23]=1. Given the product [Cl:8][C:6]1[N:5]=[C:4]([CH2:9][CH2:10][CH3:11])[N:3]=[C:2]([NH:27][CH2:26][C:25]2[CH:28]=[CH:29][C:22]([F:21])=[CH:23][CH:24]=2)[N:7]=1, predict the reactants needed to synthesize it. (2) Given the product [S:26]([C:22]1[CH:43]=[C:41]([NH:38][C:39]([O:4][CH2:3][C@@H:2]([C:5]([OH:7])=[O:6])[NH2:1])=[O:34])[CH:42]=[CH:20][CH:21]=1)([OH:29])(=[O:28])=[O:27], predict the reactants needed to synthesize it. The reactants are: [NH:1](C(OC(C)(C)C)=O)[C@H:2]([C:5]([O:7]C(C)(C)C)=[O:6])[CH2:3][OH:4].N[C:20]1[CH:21]=[C:22]([S:26]([OH:29])(=[O:28])=[O:27])C=CC=1.CN(C=[O:34])C.C([N:38]([CH:41]([CH3:43])[CH3:42])[CH2:39]C)(C)C.